Dataset: Forward reaction prediction with 1.9M reactions from USPTO patents (1976-2016). Task: Predict the product of the given reaction. (1) Given the reactants [F:1][C:2]1[CH:3]=[C:4]([NH:9][C:10](=[O:26])[C:11](=O)[C:12]2[S:16][C:15]([C:17]([O:19][C:20]([CH3:23])([CH3:22])[CH3:21])=[O:18])=[N:14][C:13]=2[NH2:24])[CH:5]=[CH:6][C:7]=1[F:8].Cl.[NH2:28][OH:29], predict the reaction product. The product is: [F:1][C:2]1[CH:3]=[C:4]([NH:9][C:10](=[O:26])[C:11]([C:12]2[S:16][C:15]([C:17]([O:19][C:20]([CH3:23])([CH3:22])[CH3:21])=[O:18])=[N:14][C:13]=2[NH2:24])=[N:28][OH:29])[CH:5]=[CH:6][C:7]=1[F:8]. (2) The product is: [CH3:22][O:23][C:24](=[O:25])[C:26]1[CH:31]=[CH:30][C:29]([CH2:32][N:12]2[CH:13]=[C:9]([C:3]3[CH:4]=[CH:5][C:6]([Cl:8])=[CH:7][C:2]=3[Cl:1])[N:10]=[C:11]2[C:14]2[CH:19]=[CH:18][C:17]([O:20][CH3:21])=[CH:16][CH:15]=2)=[CH:28][CH:27]=1. Given the reactants [Cl:1][C:2]1[CH:7]=[C:6]([Cl:8])[CH:5]=[CH:4][C:3]=1[C:9]1[N:10]=[C:11]([C:14]2[CH:19]=[CH:18][C:17]([O:20][CH3:21])=[CH:16][CH:15]=2)[NH:12][CH:13]=1.[CH3:22][O:23][C:24]([C:26]1[CH:31]=[CH:30][C:29]([CH2:32]Br)=[CH:28][CH:27]=1)=[O:25], predict the reaction product. (3) Given the reactants [NH:1]([C:57]([O:59][CH2:60][CH:61]1[C:73]2[C:68](=[CH:69][CH:70]=[CH:71][CH:72]=2)[C:67]2[C:62]1=[CH:63][CH:64]=[CH:65][CH:66]=2)=[O:58])[C@@H:2]([C:15]([NH:17][C@@H:18]([C:31]([NH:33][C@H:34]([C:39]([NH:41][C@H:42]([C:47]([O:49]CC1C=CC=CC=1)=[O:48])[CH2:43][CH:44]([CH3:46])[CH3:45])=[O:40])[CH2:35][CH:36]([CH3:38])[CH3:37])=[O:32])[CH2:19][CH2:20][CH2:21][CH2:22][NH:23][C:24]([O:26][C:27]([CH3:30])([CH3:29])[CH3:28])=[O:25])=[O:16])[CH2:3][CH2:4][CH2:5][CH2:6][NH:7][C:8]([O:10][C:11]([CH3:14])([CH3:13])[CH3:12])=[O:9].C(=O)([O-])O.[Na+].Cl, predict the reaction product. The product is: [NH:1]([C:57]([O:59][CH2:60][CH:61]1[C:62]2[C:67](=[CH:66][CH:65]=[CH:64][CH:63]=2)[C:68]2[C:73]1=[CH:72][CH:71]=[CH:70][CH:69]=2)=[O:58])[C@@H:2]([C:15]([NH:17][C@@H:18]([C:31]([NH:33][C@H:34]([C:39]([NH:41][C@H:42]([C:47]([OH:49])=[O:48])[CH2:43][CH:44]([CH3:46])[CH3:45])=[O:40])[CH2:35][CH:36]([CH3:38])[CH3:37])=[O:32])[CH2:19][CH2:20][CH2:21][CH2:22][NH:23][C:24]([O:26][C:27]([CH3:30])([CH3:29])[CH3:28])=[O:25])=[O:16])[CH2:3][CH2:4][CH2:5][CH2:6][NH:7][C:8]([O:10][C:11]([CH3:13])([CH3:14])[CH3:12])=[O:9]. (4) Given the reactants [F:1][C:2]1[CH:3]=[C:4]([CH:8]([C:20]2[CH:25]=[CH:24][CH:23]=[C:22]([F:26])[CH:21]=2)[N:9]2[CH:14]=[CH:13][CH:12]=[C:11]([C:15]([O:17]C)=[O:16])[C:10]2=[O:19])[CH:5]=[CH:6][CH:7]=1, predict the reaction product. The product is: [F:26][C:22]1[CH:21]=[C:20]([CH:8]([C:4]2[CH:5]=[CH:6][CH:7]=[C:2]([F:1])[CH:3]=2)[N:9]2[CH:14]=[CH:13][CH:12]=[C:11]([C:15]([OH:17])=[O:16])[C:10]2=[O:19])[CH:25]=[CH:24][CH:23]=1.